From a dataset of CYP1A2 inhibition data for predicting drug metabolism from PubChem BioAssay. Regression/Classification. Given a drug SMILES string, predict its absorption, distribution, metabolism, or excretion properties. Task type varies by dataset: regression for continuous measurements (e.g., permeability, clearance, half-life) or binary classification for categorical outcomes (e.g., BBB penetration, CYP inhibition). Dataset: cyp1a2_veith. (1) The drug is COc1ccc(-n2c(=O)c(-c3cn(C)c4ccccc34)nc3cnc(N4CCNCC4)nc32)cc1. The result is 1 (inhibitor). (2) The result is 1 (inhibitor). The molecule is CC(=O)c1cccc(NC(=S)NC(=O)CC(C)(C)C)c1. (3) The result is 1 (inhibitor). The molecule is Cc1ccc(C(=O)NC(=S)Nc2ccc3c(c2)OCCO3)c(C)c1. (4) The drug is CS(=O)(=O)Nc1ccc(Cc2noc(-c3ccc4[nH]cc(CCN)c4c3)n2)cc1. The result is 1 (inhibitor).